Regression. Given a peptide amino acid sequence and an MHC pseudo amino acid sequence, predict their binding affinity value. This is MHC class II binding data. From a dataset of Peptide-MHC class II binding affinity with 134,281 pairs from IEDB. (1) The peptide sequence is YDKFLANVSTVLPGK. The MHC is DRB1_0405 with pseudo-sequence DRB1_0405. The binding affinity (normalized) is 0.642. (2) The peptide sequence is AQGPKATFEAMYLGT. The MHC is DRB1_1101 with pseudo-sequence DRB1_1101. The binding affinity (normalized) is 0.169. (3) The peptide sequence is LQLIRLAASLQHYGL. The MHC is DRB1_1501 with pseudo-sequence DRB1_1501. The binding affinity (normalized) is 0.929. (4) The peptide sequence is LVGPTPVNVIGRNLLTQIGC. The MHC is DRB1_0405 with pseudo-sequence DRB1_0405. The binding affinity (normalized) is 0.209. (5) The peptide sequence is MIVDTISDFRAAIAN. The MHC is HLA-DQA10501-DQB10301 with pseudo-sequence HLA-DQA10501-DQB10301. The binding affinity (normalized) is 0.673. (6) The peptide sequence is APTGMFVAGAKYMVI. The MHC is DRB1_0405 with pseudo-sequence DRB1_0405. The binding affinity (normalized) is 0.525. (7) The peptide sequence is TNTNPDQKCITALAS. The MHC is DRB1_0301 with pseudo-sequence DRB1_0301. The binding affinity (normalized) is 0. (8) The peptide sequence is MLLDNMEVRGGMVAP. The MHC is DRB3_0301 with pseudo-sequence DRB3_0301. The binding affinity (normalized) is 0.364. (9) The peptide sequence is PDLSNYGAFGYQ. The MHC is H-2-IAs with pseudo-sequence H-2-IAs. The binding affinity (normalized) is 0.